Dataset: NCI-60 drug combinations with 297,098 pairs across 59 cell lines. Task: Regression. Given two drug SMILES strings and cell line genomic features, predict the synergy score measuring deviation from expected non-interaction effect. (1) Drug 1: CC1C(C(=O)NC(C(=O)N2CCCC2C(=O)N(CC(=O)N(C(C(=O)O1)C(C)C)C)C)C(C)C)NC(=O)C3=C4C(=C(C=C3)C)OC5=C(C(=O)C(=C(C5=N4)C(=O)NC6C(OC(=O)C(N(C(=O)CN(C(=O)C7CCCN7C(=O)C(NC6=O)C(C)C)C)C)C(C)C)C)N)C. Drug 2: C1CC(=O)NC(=O)C1N2C(=O)C3=CC=CC=C3C2=O. Cell line: HCT-15. Synergy scores: CSS=3.91, Synergy_ZIP=-4.71, Synergy_Bliss=-7.66, Synergy_Loewe=-12.3, Synergy_HSA=-6.70. (2) Drug 1: C1=NC2=C(N1)C(=S)N=C(N2)N. Cell line: RPMI-8226. Synergy scores: CSS=24.3, Synergy_ZIP=5.97, Synergy_Bliss=5.41, Synergy_Loewe=-3.40, Synergy_HSA=-0.493. Drug 2: C1C(C(OC1N2C=NC3=C(N=C(N=C32)Cl)N)CO)O. (3) Drug 1: C1=CC(=CC=C1CCC2=CNC3=C2C(=O)NC(=N3)N)C(=O)NC(CCC(=O)O)C(=O)O. Drug 2: CN(C)N=NC1=C(NC=N1)C(=O)N. Cell line: UO-31. Synergy scores: CSS=22.3, Synergy_ZIP=-10.4, Synergy_Bliss=-7.35, Synergy_Loewe=-4.17, Synergy_HSA=-2.43.